This data is from Catalyst prediction with 721,799 reactions and 888 catalyst types from USPTO. The task is: Predict which catalyst facilitates the given reaction. Reactant: [F:1][C:2]1[CH:28]=[C:27]([F:29])[CH:26]=[CH:25][C:3]=1[CH2:4][N:5]1[CH2:10][CH2:9][N:8]([C:11]2[N:12]=[C:13]3[CH2:24][CH2:23][NH:22][CH2:21][C:14]3=[N:15][C:16]=2[NH:17][CH:18]([CH3:20])[CH3:19])[CH2:7][CH2:6]1.CCN(C(C)C)C(C)C.[C:39](O[C:39](=[O:42])[CH2:40][CH3:41])(=[O:42])[CH2:40][CH3:41]. Product: [F:1][C:2]1[CH:28]=[C:27]([F:29])[CH:26]=[CH:25][C:3]=1[CH2:4][N:5]1[CH2:10][CH2:9][N:8]([C:11]2[N:12]=[C:13]3[CH2:24][CH2:23][N:22]([C:39](=[O:42])[CH2:40][CH3:41])[CH2:21][C:14]3=[N:15][C:16]=2[NH:17][CH:18]([CH3:20])[CH3:19])[CH2:7][CH2:6]1. The catalyst class is: 2.